The task is: Predict which catalyst facilitates the given reaction.. This data is from Catalyst prediction with 721,799 reactions and 888 catalyst types from USPTO. (1) Reactant: [CH3:1][O:2][C:3]([CH:5]([C:7]1[CH:16]=[CH:15][C:10]([CH2:11][CH:12]([CH3:14])[CH3:13])=[CH:9][CH:8]=1)[CH3:6])=[O:4].P([O-])([O-])([O-])=[O:18].[K+].[K+].[K+]. Product: [OH:18][CH:11]([C:10]1[CH:9]=[CH:8][C:7]([CH:5]([CH3:6])[C:3]([O:2][CH3:1])=[O:4])=[CH:16][CH:15]=1)[CH:12]([CH3:13])[CH3:14]. The catalyst class is: 8. (2) Reactant: [C:1]1([C:21]2[CH:26]=[CH:25][CH:24]=[CH:23][CH:22]=2)[CH:6]=[CH:5][C:4]([O:7][CH2:8][C:9]([NH:11][C:12]2[CH:16]=[CH:15][S:14][C:13]=2[C:17]([O:19]C)=[O:18])=[O:10])=[CH:3][CH:2]=1.O.[OH-].[Li+]. Product: [C:1]1([C:21]2[CH:26]=[CH:25][CH:24]=[CH:23][CH:22]=2)[CH:2]=[CH:3][C:4]([O:7][CH2:8][C:9]([NH:11][C:12]2[CH:16]=[CH:15][S:14][C:13]=2[C:17]([OH:19])=[O:18])=[O:10])=[CH:5][CH:6]=1. The catalyst class is: 200.